Task: Regression. Given two drug SMILES strings and cell line genomic features, predict the synergy score measuring deviation from expected non-interaction effect.. Dataset: NCI-60 drug combinations with 297,098 pairs across 59 cell lines Drug 1: C1CC(=O)NC(=O)C1N2CC3=C(C2=O)C=CC=C3N. Drug 2: CN(C)N=NC1=C(NC=N1)C(=O)N. Cell line: CAKI-1. Synergy scores: CSS=9.25, Synergy_ZIP=-5.43, Synergy_Bliss=-3.57, Synergy_Loewe=-0.239, Synergy_HSA=0.0894.